Dataset: NCI-60 drug combinations with 297,098 pairs across 59 cell lines. Task: Regression. Given two drug SMILES strings and cell line genomic features, predict the synergy score measuring deviation from expected non-interaction effect. (1) Drug 1: C#CCC(CC1=CN=C2C(=N1)C(=NC(=N2)N)N)C3=CC=C(C=C3)C(=O)NC(CCC(=O)O)C(=O)O. Drug 2: C1CC(=O)NC(=O)C1N2C(=O)C3=CC=CC=C3C2=O. Cell line: COLO 205. Synergy scores: CSS=-2.20, Synergy_ZIP=0.665, Synergy_Bliss=-4.84, Synergy_Loewe=0.114, Synergy_HSA=-8.35. (2) Cell line: A549. Synergy scores: CSS=0.931, Synergy_ZIP=0.0983, Synergy_Bliss=1.23, Synergy_Loewe=-1.80, Synergy_HSA=-0.670. Drug 2: CN1C2=C(C=C(C=C2)N(CCCl)CCCl)N=C1CCCC(=O)O.Cl. Drug 1: CCC(=C(C1=CC=CC=C1)C2=CC=C(C=C2)OCCN(C)C)C3=CC=CC=C3.C(C(=O)O)C(CC(=O)O)(C(=O)O)O. (3) Drug 1: CC1CCC2CC(C(=CC=CC=CC(CC(C(=O)C(C(C(=CC(C(=O)CC(OC(=O)C3CCCCN3C(=O)C(=O)C1(O2)O)C(C)CC4CCC(C(C4)OC)O)C)C)O)OC)C)C)C)OC. Drug 2: CC12CCC3C(C1CCC2OP(=O)(O)O)CCC4=C3C=CC(=C4)OC(=O)N(CCCl)CCCl.[Na+]. Cell line: COLO 205. Synergy scores: CSS=28.6, Synergy_ZIP=-1.41, Synergy_Bliss=2.77, Synergy_Loewe=-6.72, Synergy_HSA=-2.24. (4) Drug 1: C1CN1P(=S)(N2CC2)N3CC3. Drug 2: COCCOC1=C(C=C2C(=C1)C(=NC=N2)NC3=CC=CC(=C3)C#C)OCCOC.Cl. Cell line: MDA-MB-231. Synergy scores: CSS=1.68, Synergy_ZIP=-2.07, Synergy_Bliss=-2.69, Synergy_Loewe=-0.392, Synergy_HSA=-2.25. (5) Drug 2: C1=CN(C(=O)N=C1N)C2C(C(C(O2)CO)O)O.Cl. Cell line: SF-295. Drug 1: CN(C)N=NC1=C(NC=N1)C(=O)N. Synergy scores: CSS=12.7, Synergy_ZIP=-4.48, Synergy_Bliss=0.123, Synergy_Loewe=3.00, Synergy_HSA=3.39. (6) Drug 1: CC(CN1CC(=O)NC(=O)C1)N2CC(=O)NC(=O)C2. Drug 2: CC(C1=C(C=CC(=C1Cl)F)Cl)OC2=C(N=CC(=C2)C3=CN(N=C3)C4CCNCC4)N. Cell line: SR. Synergy scores: CSS=72.2, Synergy_ZIP=-2.72, Synergy_Bliss=-3.89, Synergy_Loewe=-5.55, Synergy_HSA=-1.08.